This data is from Experimentally validated miRNA-target interactions with 360,000+ pairs, plus equal number of negative samples. The task is: Binary Classification. Given a miRNA mature sequence and a target amino acid sequence, predict their likelihood of interaction. (1) Result: 1 (interaction). The miRNA is hsa-miR-6715b-5p with sequence ACAGGCACGACUGGUUUGGCA. The protein sequence of the target gene is MRWILCWSLTLCLMAQTALGALHTKRPQVVTKYGTLQGKQMHVGKTPIQVFLGVPFSRPPLGILRFAPPEPPEPWKGIRDATTYPPGCLQESWGQLASMYVSTRERYKWLRFSEDCLYLNVYAPARAPGDPQLPVMVWFPGGAFIVGAASSYEGSDLAAREKVVLVFLQHRLGIFGFLSTDDSHARGNWGLLDQMAALRWVQENIAAFGGDPGNVTLFGQSAGAMSISGLMMSPLASGLFHRAISQSGTALFRLFITSNPLKVAKKVAHLAGCNHNSTQILVNCLRALSGTKVMRVSNKM.... (2) The miRNA is hsa-miR-5011-5p with sequence UAUAUAUACAGCCAUGCACUC. The protein sequence of the target gene is MPELAKSAPAPKKGSKKAVTKAQKKDGKKRKRSRKESYSVYVYKVLKQVHPDTGISSKAMGIMNSFVNDIFERIASEASRLAHYNKRSTITSREIQTAVRLLLPGELAKHAVSEGTKAVTKYTSSK. Result: 0 (no interaction).